Dataset: Reaction yield outcomes from USPTO patents with 853,638 reactions. Task: Predict the reaction yield, written as a fraction of the theoretical maximum amount of product (1.0 means a 100% yield; for example, 0.34 means a 34% yield). (1) The reactants are Br.[NH2:2][C@H:3]1[CH2:12][C:11]2[CH:10]=[C:9]([OH:13])[CH:8]=[CH:7][C:6]=2[CH2:5][CH2:4]1.Cl[C:15]1[CH:24]=[CH:23][N:22]=[C:21]2[C:16]=1[CH2:17][CH2:18][C:19](=[O:25])[NH:20]2.C(=O)([O-])[O-].[Cs+].[Cs+]. The catalyst is CN(C=O)C. The product is [NH2:2][C@H:3]1[CH2:12][C:11]2[CH:10]=[C:9]([O:13][C:15]3[CH:24]=[CH:23][N:22]=[C:21]4[C:16]=3[CH2:17][CH2:18][C:19](=[O:25])[NH:20]4)[CH:8]=[CH:7][C:6]=2[CH2:5][CH2:4]1. The yield is 0.650. (2) The reactants are Cl[C:2]1[CH:3]=[CH:4][C:5]2[N:6]([C:8]([C:11]([F:14])([F:13])[F:12])=[N:9][N:10]=2)[N:7]=1.[CH3:15][O:16][C:17]1[CH:18]=[C:19]2[C:23](=[CH:24][CH:25]=1)[NH:22][CH:21]=[C:20]2[CH:26]1[CH2:31][CH2:30][NH:29][CH2:28][CH2:27]1.CCN(C(C)C)C(C)C. The product is [CH3:15][O:16][C:17]1[CH:18]=[C:19]2[C:23](=[CH:24][CH:25]=1)[NH:22][CH:21]=[C:20]2[CH:26]1[CH2:31][CH2:30][N:29]([C:2]2[CH:3]=[CH:4][C:5]3[N:6]([C:8]([C:11]([F:14])([F:13])[F:12])=[N:9][N:10]=3)[N:7]=2)[CH2:28][CH2:27]1. The yield is 0.630. The catalyst is CN(C=O)C.